This data is from Peptide-MHC class II binding affinity with 134,281 pairs from IEDB. The task is: Regression. Given a peptide amino acid sequence and an MHC pseudo amino acid sequence, predict their binding affinity value. This is MHC class II binding data. (1) The peptide sequence is LKAEAQMSIQLINKA. The MHC is DRB1_0701 with pseudo-sequence DRB1_0701. The binding affinity (normalized) is 0.535. (2) The peptide sequence is QDKFLANVSTVLTGK. The MHC is DRB1_0802 with pseudo-sequence DRB1_0802. The binding affinity (normalized) is 0.805. (3) The peptide sequence is GINTIPIAINEAEYV. The MHC is DRB1_1201 with pseudo-sequence DRB1_1201. The binding affinity (normalized) is 0.383. (4) The peptide sequence is LNYILLENDMKFTVV. The MHC is DRB1_0301 with pseudo-sequence DRB1_0301. The binding affinity (normalized) is 0.990.